Dataset: Catalyst prediction with 721,799 reactions and 888 catalyst types from USPTO. Task: Predict which catalyst facilitates the given reaction. (1) Reactant: [F:1][C:2]([F:26])([F:25])[C:3]1[CH:20]=[C:19]([C:21]([F:24])([F:23])[F:22])[CH:18]=[CH:17][C:4]=1[CH2:5][O:6][C:7]1[CH:14]=[CH:13][C:10]([CH:11]=O)=[CH:9][C:8]=1[O:15][CH3:16].[NH:27]=[C:28]1[N:32]([C:33]([C:35]2[CH:40]=[CH:39][CH:38]=[CH:37][CH:36]=2)=[O:34])[C:31](=[O:41])[NH:30][CH2:29]1.N1CCCCC1. Product: [F:1][C:2]([F:25])([F:26])[C:3]1[CH:20]=[C:19]([C:21]([F:24])([F:23])[F:22])[CH:18]=[CH:17][C:4]=1[CH2:5][O:6][C:7]1[CH:14]=[CH:13][C:10](/[CH:11]=[C:29]2\[NH:30][C:31](=[O:41])[N:32]([C:33]([C:35]3[CH:40]=[CH:39][CH:38]=[CH:37][CH:36]=3)=[O:34])[C:28]\2=[NH:27])=[CH:9][C:8]=1[O:15][CH3:16]. The catalyst class is: 8. (2) Reactant: C[Si]([N-][Si](C)(C)C)(C)C.[Li+].[O:11]1[C:15]2([CH2:20][CH2:19][C:18](=[O:21])[CH2:17][CH2:16]2)[O:14][CH2:13][CH2:12]1.C1C=CC(N([S:29]([C:32]([F:35])([F:34])[F:33])(=[O:31])=[O:30])[S:29]([C:32]([F:35])([F:34])[F:33])(=[O:31])=[O:30])=CC=1. Product: [O:11]1[C:15]2([CH2:16][CH2:17][C:18]([O:21][S:29]([C:32]([F:35])([F:34])[F:33])(=[O:31])=[O:30])=[CH:19][CH2:20]2)[O:14][CH2:13][CH2:12]1. The catalyst class is: 1. (3) Reactant: Cl[C:2]1[N:7]=[C:6]([N:8]2[CH2:13][CH2:12][O:11][CH2:10][C@H:9]2[CH3:14])[CH:5]=[C:4]([C:15]2([S:21]([CH3:24])(=[O:23])=[O:22])[CH2:20][CH2:19][O:18][CH2:17][CH2:16]2)[N:3]=1.C(=O)([O-])[O-].[Na+].[Na+].[NH:31]1[C:39]2[C:34](=[C:35](B(O)O)[CH:36]=[CH:37][CH:38]=2)[CH:33]=[CH:32]1. Product: [CH3:14][C@@H:9]1[CH2:10][O:11][CH2:12][CH2:13][N:8]1[C:6]1[CH:5]=[C:4]([C:15]2([S:21]([CH3:24])(=[O:23])=[O:22])[CH2:20][CH2:19][O:18][CH2:17][CH2:16]2)[N:3]=[C:2]([C:35]2[CH:36]=[CH:37][CH:38]=[C:39]3[C:34]=2[CH:33]=[CH:32][NH:31]3)[N:7]=1. The catalyst class is: 149. (4) The catalyst class is: 1. Product: [CH3:10][C:2]([C:11]1[O:15][N:14]=[C:13]([NH:16][C:24](=[O:25])[O:26][C:27]2[CH:32]=[CH:31][CH:30]=[CH:29][CH:28]=2)[CH:12]=1)([CH3:1])[CH2:3][N:4]1[CH2:9][CH2:8][O:7][CH2:6][CH2:5]1. Reactant: [CH3:1][C:2]([C:11]1[O:15][N:14]=[C:13]([NH2:16])[CH:12]=1)([CH3:10])[CH2:3][N:4]1[CH2:9][CH2:8][O:7][CH2:6][CH2:5]1.C(=O)([O-])[O-].[K+].[K+].Cl[C:24]([O:26][C:27]1[CH:32]=[CH:31][CH:30]=[CH:29][CH:28]=1)=[O:25]. (5) Reactant: [C:1]([O:4][C@@H:5]1[C@@H:26]([O:27][C:28](=[O:30])[CH3:29])[C@H:25]([O:31][C:32](=[O:34])[CH3:33])[CH2:24][S:23][C@H:6]1[O:7][C:8]1[CH:9]=[N:10][CH:11]=[C:12](B2OC(C)(C)C(C)(C)O2)[CH:13]=1)(=[O:3])[CH3:2].[CH2:35]([N:37]([CH2:41][CH3:42])[C:38](Cl)=[O:39])[CH3:36]. Product: [C:1]([O:4][C@@H:5]1[C@@H:26]([O:27][C:28](=[O:30])[CH3:29])[C@H:25]([O:31][C:32](=[O:34])[CH3:33])[CH2:24][S:23][C@H:6]1[O:7][C:8]1[CH:9]=[N:10][CH:11]=[C:12]([C:38]([N:37]([CH2:41][CH3:42])[CH2:35][CH3:36])=[O:39])[CH:13]=1)(=[O:3])[CH3:2]. The catalyst class is: 1. (6) Reactant: [C:1]([O:5][C:6]([NH:8][C@H:9]([CH2:15][C:16]1[CH:21]=[C:20]([F:22])[C:19]([F:23])=[CH:18][C:17]=1[F:24])[CH2:10][C:11]([O:13]C)=[O:12])=[O:7])([CH3:4])([CH3:3])[CH3:2].O1CCCC1.[OH-].[Li+].Cl. Product: [C:1]([O:5][C:6]([NH:8][C@H:9]([CH2:15][C:16]1[CH:21]=[C:20]([F:22])[C:19]([F:23])=[CH:18][C:17]=1[F:24])[CH2:10][C:11]([OH:13])=[O:12])=[O:7])([CH3:4])([CH3:2])[CH3:3]. The catalyst class is: 69.